From a dataset of Reaction yield outcomes from USPTO patents with 853,638 reactions. Predict the reaction yield, written as a fraction of the theoretical maximum amount of product (1.0 means a 100% yield; for example, 0.34 means a 34% yield). (1) The reactants are [BH4-].[Na+].[Cl:3][C:4]1[N:9]=[CH:8][C:7]([C:10](=[O:12])[CH3:11])=[CH:6][CH:5]=1.C([O-])(O)=O.[Na+]. The catalyst is CO. The product is [Cl:3][C:4]1[N:9]=[CH:8][C:7]([CH:10]([OH:12])[CH3:11])=[CH:6][CH:5]=1. The yield is 0.690. (2) The reactants are [CH3:1][C:2]([NH:16]C(=O)OC(C)(C)C)([CH3:15])[CH2:3][C:4]1[O:8][N:7]=[C:6]([C:9]2[CH:14]=[CH:13][CH:12]=[CH:11][CH:10]=2)[N:5]=1.[ClH:24]. The catalyst is C(OC)(C)(C)C. The product is [ClH:24].[CH3:15][C:2]([NH2:16])([CH3:1])[CH2:3][C:4]1[O:8][N:7]=[C:6]([C:9]2[CH:14]=[CH:13][CH:12]=[CH:11][CH:10]=2)[N:5]=1. The yield is 0.924. (3) The reactants are [Cl:1][C:2]1[C:7]([C:8]([F:11])([F:10])[F:9])=[CH:6][CH:5]=[C:4](Cl)[N:3]=1.[NH3:13]. No catalyst specified. The product is [Cl:1][C:2]1[N:3]=[C:4]([NH2:13])[CH:5]=[CH:6][C:7]=1[C:8]([F:11])([F:10])[F:9]. The yield is 0.460. (4) The reactants are [Cl:1][C:2]1[N:10]([C:11]2[CH:16]=[CH:15][C:14]([C:17]3[CH:22]=[C:21]([CH3:23])[CH:20]=[CH:19][C:18]=3[O:24]C)=[CH:13][CH:12]=2)[C:9]2[C:8]([OH:26])=[C:7]([C:27]#[N:28])[C:6](=[O:29])[NH:5][C:4]=2[CH:3]=1.B(Br)(Br)Br.O. The catalyst is C(Cl)Cl. The product is [Cl:1][C:2]1[N:10]([C:11]2[CH:12]=[CH:13][C:14]([C:17]3[CH:22]=[C:21]([CH3:23])[CH:20]=[CH:19][C:18]=3[OH:24])=[CH:15][CH:16]=2)[C:9]2[C:8]([OH:26])=[C:7]([C:27]#[N:28])[C:6](=[O:29])[NH:5][C:4]=2[CH:3]=1. The yield is 0.375. (5) The reactants are C1(S([N:10]2[C:18]3[C:13](=[CH:14][C:15]([C:19]4[CH:20]=[N:21][CH:22]=[CH:23][CH:24]=4)=[CH:16][CH:17]=3)[CH:12]=[C:11]2[CH2:25][C:26]([OH:45])([CH2:31][C:32]([C:35]2[C:43]3[O:42][CH2:41][CH2:40][C:39]=3[CH:38]=[C:37]([F:44])[CH:36]=2)([CH3:34])[CH3:33])[C:27]([F:30])([F:29])[F:28])(=O)=O)C=CC=CC=1.[F-].C([N+](CCCC)(CCCC)CCCC)CCC. The catalyst is C1COCC1. The product is [F:30][C:27]([F:28])([F:29])[C:26]([CH2:25][C:11]1[NH:10][C:18]2[C:13]([CH:12]=1)=[CH:14][C:15]([C:19]1[CH:20]=[N:21][CH:22]=[CH:23][CH:24]=1)=[CH:16][CH:17]=2)([OH:45])[CH2:31][C:32]([C:35]1[C:43]2[O:42][CH2:41][CH2:40][C:39]=2[CH:38]=[C:37]([F:44])[CH:36]=1)([CH3:34])[CH3:33]. The yield is 0.830. (6) The reactants are [N:1]1[CH:6]=[CH:5][CH:4]=[CH:3][C:2]=1[N:7]1[CH2:12][CH2:11][NH:10][CH2:9][CH2:8]1.[C:13](N1C=CN=C1)([N:15]1[CH:19]=[CH:18][N:17]=[CH:16]1)=[S:14]. The catalyst is ClCCl. The product is [N:15]1([C:13]([N:10]2[CH2:9][CH2:8][N:7]([C:2]3[CH:3]=[CH:4][CH:5]=[CH:6][N:1]=3)[CH2:12][CH2:11]2)=[S:14])[CH:19]=[CH:18][N:17]=[CH:16]1. The yield is 0.830. (7) The reactants are [NH2:1][C:2]1[CH:15]=[CH:14][C:13]([Cl:16])=[CH:12][C:3]=1[C:4]([C:6]1[CH:11]=[CH:10][CH:9]=[CH:8][CH:7]=1)=O.[Cl:17][CH2:18][C:19](=O)[CH2:20][C:21]([O:23][CH2:24][CH3:25])=[O:22].[O-]S(C(F)(F)F)(=O)=O.[Yb+3].[O-]S(C(F)(F)F)(=O)=O.[O-]S(C(F)(F)F)(=O)=O. The catalyst is C(O)C. The product is [Cl:16][C:13]1[CH:12]=[C:3]2[C:2](=[CH:15][CH:14]=1)[N:1]=[C:19]([CH2:18][Cl:17])[C:20]([C:21]([O:23][CH2:24][CH3:25])=[O:22])=[C:4]2[C:6]1[CH:11]=[CH:10][CH:9]=[CH:8][CH:7]=1. The yield is 0.930.